This data is from Reaction yield outcomes from USPTO patents with 853,638 reactions. The task is: Predict the reaction yield, written as a fraction of the theoretical maximum amount of product (1.0 means a 100% yield; for example, 0.34 means a 34% yield). (1) The reactants are [CH3:1][N:2]1[C:10]2[C:5](=[CH:6][CH:7]=[CH:8][CH:9]=2)[C:4]([CH2:11][N:12]([CH3:42])[C:13](=[O:41])/[CH:14]=[CH:15]/[C:16]2[CH:17]=[N:18][C:19]3[NH:20][C:21](=[O:40])[CH:22]([N:26]=C(C4C=CC=CC=4)C4C=CC=CC=4)[CH2:23][C:24]=3[CH:25]=2)=[CH:3]1.Cl.[OH-].[Na+]. The catalyst is O1CCOCC1. The product is [CH3:1][N:2]1[C:10]2[C:5](=[CH:6][CH:7]=[CH:8][CH:9]=2)[C:4]([CH2:11][N:12]([CH3:42])[C:13](=[O:41])/[CH:14]=[CH:15]/[C:16]2[CH:17]=[N:18][C:19]3[NH:20][C:21](=[O:40])[CH:22]([NH2:26])[CH2:23][C:24]=3[CH:25]=2)=[CH:3]1. The yield is 0.710. (2) The reactants are Br[CH2:2][C:3]([C:5]1[CH:10]=[CH:9][C:8]([C:11]([CH3:14])([CH3:13])[CH3:12])=[CH:7][CH:6]=1)=[O:4].[N-:15]=[N+:16]=[N-:17].[Na+].[Na+].[Cl-]. The catalyst is CC(C)=O. The product is [N:15]([CH2:2][C:3]([C:5]1[CH:10]=[CH:9][C:8]([C:11]([CH3:14])([CH3:13])[CH3:12])=[CH:7][CH:6]=1)=[O:4])=[N+:16]=[N-:17]. The yield is 0.850. (3) The reactants are Cl.[N:2]([S:4][C:5]1([CH2:15][CH2:16][NH2:17])[CH:12]2[CH2:13][CH:8]3[CH2:9][CH:10]([CH2:14][CH:6]1[CH2:7]3)[CH2:11]2)=[O:3].C(N(CC)CC)C.[C:25](OC(=O)C)(=[O:27])[CH3:26]. The catalyst is CN(C)C=O. The product is [N:2]([S:4][C:5]1([CH2:15][CH2:16][NH:17][C:25](=[O:27])[CH3:26])[CH:12]2[CH2:13][CH:8]3[CH2:9][CH:10]([CH2:14][CH:6]1[CH2:7]3)[CH2:11]2)=[O:3]. The yield is 0.450. (4) The reactants are [N+:1]([C:4]1[CH:5]=[CH:6][C:7](Cl)=[N:8][CH:9]=1)([O-:3])=[O:2].[NH:11]1[CH2:16][CH2:15][CH:14]([C:17]([NH2:19])=[O:18])[CH2:13][CH2:12]1.C(=O)([O-])[O-].[K+].[K+]. The catalyst is O1CCOCC1.O. The product is [N+:1]([C:4]1[CH:5]=[CH:6][C:7]([N:11]2[CH2:16][CH2:15][CH:14]([C:17]([NH2:19])=[O:18])[CH2:13][CH2:12]2)=[N:8][CH:9]=1)([O-:3])=[O:2]. The yield is 1.12.